Dataset: Forward reaction prediction with 1.9M reactions from USPTO patents (1976-2016). Task: Predict the product of the given reaction. (1) Given the reactants [OH-].[NH4+:2].Cl[C:4]1[C:9]([C:10]([O:12][CH2:13][CH3:14])=[O:11])=[CH:8][N:7]=[C:6]([S:15][CH3:16])[N:5]=1, predict the reaction product. The product is: [NH2:2][C:4]1[C:9]([C:10]([O:12][CH2:13][CH3:14])=[O:11])=[CH:8][N:7]=[C:6]([S:15][CH3:16])[N:5]=1. (2) Given the reactants [C:1]([O:5][C:6]1[CH:11]=[CH:10][C:9]([P:12]([O:23][CH2:24][CH3:25])([CH2:14][P:15]([O:20][CH2:21][CH3:22])([O:17][CH2:18][CH3:19])=[O:16])=[O:13])=[CH:8][C:7]=1[C:26]([CH3:32])([CH3:31])[CH2:27][C:28](O)=[O:29])(=[O:4])[CH2:2][CH3:3].[CH3:33]CN(C(C)C)C(C)C.CN(C(ON1N=N[C:52]2[CH:53]=[CH:54][CH:55]=[CH:56][C:51]1=2)=[N+](C)C)C.F[P-](F)(F)(F)(F)F.Cl.C([O:74][C:75](=[O:85])[C@H:76]([CH2:78][C:79]1[CH:84]=[CH:83][CH:82]=[CH:81][CH:80]=1)[NH2:77])C1C=CC=CC=1, predict the reaction product. The product is: [CH2:33]([N:77]([C:28](=[O:29])[CH2:27][C:26]([C:7]1[CH:8]=[C:9]([P:12]([O:23][CH2:24][CH3:25])([CH2:14][P:15]([O:20][CH2:21][CH3:22])([O:17][CH2:18][CH3:19])=[O:16])=[O:13])[CH:10]=[CH:11][C:6]=1[O:5][C:1](=[O:4])[CH2:2][CH3:3])([CH3:31])[CH3:32])[C@H:76]([C:75]([OH:74])=[O:85])[CH2:78][C:79]1[CH:80]=[CH:81][CH:82]=[CH:83][CH:84]=1)[C:51]1[CH:56]=[CH:55][CH:54]=[CH:53][CH:52]=1. (3) Given the reactants [CH2:1](N(CC)CC)C.S(Cl)([C:11]1[CH:17]=[CH:16][C:14]([CH3:15])=[CH:13][CH:12]=1)(=O)=O.[C:19](=[O:22])([O-:21])[O-].[K+].[K+].[CH2:25]([O:27][C:28](=[O:34])[CH2:29][NH:30][CH2:31][CH:32]=[CH2:33])[CH3:26], predict the reaction product. The product is: [CH2:25]([O:27][C:28](=[O:34])[CH2:29][N:30]([CH2:31][CH:32]=[CH2:33])[CH2:15][C:14]1[CH:16]=[CH:17][CH:11]=[C:12]([O:21][CH2:19][O:22][CH3:1])[CH:13]=1)[CH3:26]. (4) Given the reactants C[O:2][C:3](=O)[C:4]1[CH:9]=[C:8]([O:10][CH2:11][C:12]([F:15])([F:14])[F:13])[CH:7]=[C:6]([O:16][CH2:17][CH3:18])[CH:5]=1.[H-].[Al+3].[Li+].[H-].[H-].[H-], predict the reaction product. The product is: [CH2:17]([O:16][C:6]1[CH:5]=[C:4]([CH:9]=[C:8]([O:10][CH2:11][C:12]([F:13])([F:14])[F:15])[CH:7]=1)[CH:3]=[O:2])[CH3:18]. (5) Given the reactants [F:1][C:2]1[CH:7]=[CH:6][C:5]([C:8](=[C:20]2[CH2:25][C:24]([CH3:27])([CH3:26])[CH2:23][C:22]([CH3:29])([CH3:28])[CH2:21]2)[C:9]2[CH:14]=[CH:13][C:12]([O:15][CH2:16][C:17]([O-:19])=[O:18])=[CH:11][CH:10]=2)=[CH:4][CH:3]=1.[OH-].[Na+].Cl, predict the reaction product. The product is: [F:1][C:2]1[CH:7]=[CH:6][C:5]([C:8](=[C:20]2[CH2:21][C:22]([CH3:29])([CH3:28])[CH2:23][C:24]([CH3:27])([CH3:26])[CH2:25]2)[C:9]2[CH:14]=[CH:13][C:12]([O:15][CH2:16][C:17]([OH:19])=[O:18])=[CH:11][CH:10]=2)=[CH:4][CH:3]=1. (6) Given the reactants Br[C:2]1[CH:3]=[CH:4][C:5]([NH:8][C@H:9]2[CH2:13][CH2:12][CH2:11][C@@H:10]2[NH:14][C:15](=[O:27])[C:16]2[CH:21]=[CH:20][CH:19]=[CH:18][C:17]=2[N:22]2[N:26]=[CH:25][CH:24]=[N:23]2)=[N:6][CH:7]=1.Cl.N[C@H]1CCC[C@@H]1NC(=O)C1C=CC=CC=1N1N=CC=N1.BrC1C=C([C:56]([F:59])([F:58])[F:57])C=CN=1, predict the reaction product. The product is: [N:23]1[N:22]([C:17]2[CH:18]=[CH:19][CH:20]=[CH:21][C:16]=2[C:15]([NH:14][C@H:10]2[CH2:11][CH2:12][CH2:13][C@@H:9]2[NH:8][C:5]2[CH:4]=[C:3]([C:56]([F:59])([F:58])[F:57])[CH:2]=[CH:7][N:6]=2)=[O:27])[N:26]=[CH:25][CH:24]=1.